From a dataset of Full USPTO retrosynthesis dataset with 1.9M reactions from patents (1976-2016). Predict the reactants needed to synthesize the given product. (1) Given the product [F:26][C:23]1[CH:24]=[CH:25][C:20]([C:17]2[CH:16]=[CH:15][C:14]([C:12]([NH:11][S:8]([C:5]3[CH:6]=[CH:7][C:2]([NH:1][C:42]([C:32]45[CH2:41][CH:36]6[CH2:35][CH:34]([CH2:40][CH:38]([CH2:37]6)[CH2:39]4)[CH2:33]5)=[O:43])=[C:3]([N+:27]([O-:29])=[O:28])[CH:4]=3)(=[O:10])=[O:9])=[O:13])=[CH:19][CH:18]=2)=[CH:21][CH:22]=1, predict the reactants needed to synthesize it. The reactants are: [NH2:1][C:2]1[CH:7]=[CH:6][C:5]([S:8]([NH:11][C:12]([C:14]2[CH:19]=[CH:18][C:17]([C:20]3[CH:25]=[CH:24][C:23]([F:26])=[CH:22][CH:21]=3)=[CH:16][CH:15]=2)=[O:13])(=[O:10])=[O:9])=[CH:4][C:3]=1[N+:27]([O-:29])=[O:28].[H-].[Na+].[C:32]12([C:42](Cl)=[O:43])[CH2:41][CH:36]3[CH2:37][CH:38]([CH2:40][CH:34]([CH2:35]3)[CH2:33]1)[CH2:39]2.Cl. (2) Given the product [C:1]([O:5][C@@H:6]([C:10]1[C:34]([CH3:35])=[CH:33][C:13]2[N:14]=[C:15]([N:78]3[C:79]4[C:75](=[CH:74][C:73]([CH3:72])=[CH:81][CH:80]=4)[CH2:76][CH2:77]3)[S:16][C:12]=2[C:11]=1[C:36]1[CH:41]=[CH:40][C:39]([Cl:42])=[CH:38][CH:37]=1)[C:7]([OH:9])=[O:8])([CH3:3])([CH3:4])[CH3:2], predict the reactants needed to synthesize it. The reactants are: [C:1]([O:5][C@@H:6]([C:10]1[C:34]([CH3:35])=[CH:33][C:13]2[N:14]=[C:15](C3C=CN=C(N4CC5C=CN=CC=5C4=O)C=3)[S:16][C:12]=2[C:11]=1[C:36]1[CH:41]=[CH:40][C:39]([Cl:42])=[CH:38][CH:37]=1)[C:7]([OH:9])=[O:8])([CH3:4])([CH3:3])[CH3:2].BrC1SC2C(C3C=CC(Cl)=CC=3)=C([C@H](OC(C)(C)C)C(OCC)=O)C(C)=CC=2N=1.[CH3:72][C:73]1[CH:74]=[C:75]2[C:79](=[CH:80][CH:81]=1)[NH:78][CH2:77][CH2:76]2.C1C2C=CN=CC=2C(=O)N1. (3) Given the product [CH:1]([C:4]1[CH:9]=[CH:8][CH:7]=[CH:6][C:5]=1/[N:10]=[C:11]1\[S:12][CH2:44][CH2:45][CH2:46][N:13]\1/[N:14]=[CH:15]/[C:16]1[CH:17]=[CH:18][C:19]([C:22]2[N:26]=[CH:25][N:24]([C:27]3[CH:28]=[CH:29][C:30]([C:33]([F:35])([F:36])[F:34])=[CH:31][CH:32]=3)[N:23]=2)=[CH:20][CH:21]=1)([CH3:3])[CH3:2], predict the reactants needed to synthesize it. The reactants are: [CH:1]([C:4]1[CH:9]=[CH:8][CH:7]=[CH:6][C:5]=1[NH:10][C:11]([NH:13]/[N:14]=[CH:15]/[C:16]1[CH:21]=[CH:20][C:19]([C:22]2[N:26]=[CH:25][N:24]([C:27]3[CH:32]=[CH:31][C:30]([C:33]([F:36])([F:35])[F:34])=[CH:29][CH:28]=3)[N:23]=2)=[CH:18][CH:17]=1)=[S:12])([CH3:3])[CH3:2].C(=O)([O-])[O-].[K+].[K+].Br[CH2:44][CH2:45][CH2:46]Cl. (4) Given the product [CH:47]([O:49][CH2:50][CH2:51][O:52][NH:53][C:26]([C:10]1[C:9]([NH:8][C:5]2[CH:6]=[CH:7][C:2]([Br:1])=[CH:3][C:4]=2[Cl:29])=[C:24]([F:25])[C:13]2[N:14]=[CH:15][N:16]([CH2:17][CH:18]3[CH2:23][CH2:22][CH2:21][CH2:20][O:19]3)[C:12]=2[CH:11]=1)=[O:28])=[CH2:48], predict the reactants needed to synthesize it. The reactants are: [Br:1][C:2]1[CH:7]=[CH:6][C:5]([NH:8][C:9]2[C:10]([C:26]([OH:28])=O)=[CH:11][C:12]3[N:16]([CH2:17][CH:18]4[CH2:23][CH2:22][CH2:21][CH2:20][O:19]4)[CH:15]=[N:14][C:13]=3[C:24]=2[F:25])=[C:4]([Cl:29])[CH:3]=1.C1C=CC2N(O)N=NC=2C=1.C(N(CC)CC)C.[CH:47]([O:49][CH2:50][CH2:51][O:52][NH2:53])=[CH2:48].CCN=C=NCCCN(C)C. (5) Given the product [CH3:11][O:10][C:4]1[CH:3]=[C:2]([C:17](=[O:23])[C:18]([O:20][CH2:21][CH3:22])=[O:19])[CH:7]=[C:6]([O:8][CH3:9])[CH:5]=1, predict the reactants needed to synthesize it. The reactants are: Br[C:2]1[CH:7]=[C:6]([O:8][CH3:9])[CH:5]=[C:4]([O:10][CH3:11])[CH:3]=1.C([Li])CCC.[C:17](OCC)(=[O:23])[C:18]([O:20][CH2:21][CH3:22])=[O:19].